Binary Classification. Given a T-cell receptor sequence (or CDR3 region) and an epitope sequence, predict whether binding occurs between them. From a dataset of TCR-epitope binding with 47,182 pairs between 192 epitopes and 23,139 TCRs. (1) The epitope is AMFWSVPTV. The TCR CDR3 sequence is CASSLGLRTYEQYF. Result: 0 (the TCR does not bind to the epitope). (2) Result: 0 (the TCR does not bind to the epitope). The epitope is RLFRKSNLK. The TCR CDR3 sequence is CASSLAGGVDTQYF. (3) The epitope is LLFGYPVYV. The TCR CDR3 sequence is CASSLDSNSPLHF. Result: 1 (the TCR binds to the epitope). (4) The epitope is WICLLQFAY. The TCR CDR3 sequence is CASSYSTGYEQYF. Result: 0 (the TCR does not bind to the epitope). (5) The epitope is VLWAHGFEL. The TCR CDR3 sequence is CASSLEVSGNEQFF. Result: 1 (the TCR binds to the epitope). (6) The epitope is RQLLFVVEV. The TCR CDR3 sequence is CASSITGFEQYF. Result: 1 (the TCR binds to the epitope). (7) The epitope is NQKLIANQF. The TCR CDR3 sequence is CASSEIRASGTDTQYF. Result: 0 (the TCR does not bind to the epitope).